This data is from Forward reaction prediction with 1.9M reactions from USPTO patents (1976-2016). The task is: Predict the product of the given reaction. Given the reactants C([O:8][C:9]1[CH:37]=[CH:36][C:12]([C:13]([NH:15][C:16]2([C:19](=[O:35])[NH:20][C@@H:21]3[CH2:27][CH2:26][C:25]4[CH:28]=[CH:29][CH:30]=[CH:31][C:24]=4[N:23]4[CH:32]=[CH:33][N:34]=[C:22]34)[CH2:18][CH2:17]2)=[O:14])=[CH:11][CH:10]=1)C1C=CC=CC=1, predict the reaction product. The product is: [CH:32]1[N:23]2[C:24]3[CH:31]=[CH:30][CH:29]=[CH:28][C:25]=3[CH2:26][CH2:27][C@@H:21]([NH:20][C:19]([C:16]3([NH:15][C:13](=[O:14])[C:12]4[CH:11]=[CH:10][C:9]([OH:8])=[CH:37][CH:36]=4)[CH2:17][CH2:18]3)=[O:35])[C:22]2=[N:34][CH:33]=1.